Dataset: PAMPA (Parallel Artificial Membrane Permeability Assay) permeability data from NCATS. Task: Regression/Classification. Given a drug SMILES string, predict its absorption, distribution, metabolism, or excretion properties. Task type varies by dataset: regression for continuous measurements (e.g., permeability, clearance, half-life) or binary classification for categorical outcomes (e.g., BBB penetration, CYP inhibition). Dataset: pampa_ncats. (1) The compound is C1=CC=C2C(=C1)C(=NC(=N2)C3=CC=NC=C3)NC4=CC5=C(C=C4)N=CN5. The result is 1 (high permeability). (2) The compound is CC1=C(NC(=C1C(=O)C)C)C(=O)NC2=CC(=C(C=C2)OC)S(=O)(=O)N(C)C. The result is 1 (high permeability). (3) The molecule is CC[C@@H](C)NC1=C(C=C(C(=C1)C(=O)NC2CC3CCC(C2)N3C4=NC=C(C=C4)C(=O)C5CC5)C)C(=O)N. The result is 1 (high permeability). (4) The compound is CC1=CC(=CC=C1)CN2C3=C(C4=C(S3)CN(CC4)C(=O)C)C(=O)N(C2=O)C5=CC=CC=C5Cl. The result is 1 (high permeability). (5) The compound is CC1=NN=C2N1C3=C(C=C(C=C3)Cl)C(=NC2)C4=CC=CC=C4. The result is 1 (high permeability). (6) The result is 1 (high permeability). The compound is CC1=CC(=CC=C1)N2C=NC3=C2C=CC(=C3)C(=O)N4CCCCCC4. (7) The compound is C[C@@H](CN1C2=CC=CC=C2SC3=C1C=C(C=C3)OC)CN(C)C. The result is 1 (high permeability). (8) The compound is CC1=CC=C(C=C1)S(=O)(=O)NC2=C(C=CN=C2)C(=O)NC3=NC(=CS3)C4=CC=C(C=C4)F. The result is 1 (high permeability). (9) The molecule is CC1=NC2=C(C(=CS2)C3=CC=CC=C3)C(=N1)SC4=NN=NN4C. The result is 1 (high permeability).